From a dataset of Full USPTO retrosynthesis dataset with 1.9M reactions from patents (1976-2016). Predict the reactants needed to synthesize the given product. Given the product [CH2:22]([N:1]([CH2:22][C:23]1[CH:28]=[CH:27][CH:26]=[CH:25][CH:24]=1)[C@H:2]1[CH2:6][CH2:5][CH2:4][C@@H:3]1[NH:7][C:8](=[O:14])[O:9][C:10]([CH3:11])([CH3:13])[CH3:12])[C:23]1[CH:28]=[CH:27][CH:26]=[CH:25][CH:24]=1, predict the reactants needed to synthesize it. The reactants are: [NH2:1][C@H:2]1[CH2:6][CH2:5][CH2:4][C@@H:3]1[NH:7][C:8](=[O:14])[O:9][C:10]([CH3:13])([CH3:12])[CH3:11].C(=O)([O-])[O-].[K+].[K+].Br[CH2:22][C:23]1[CH:28]=[CH:27][CH:26]=[CH:25][CH:24]=1.